Predict the reactants needed to synthesize the given product. From a dataset of Full USPTO retrosynthesis dataset with 1.9M reactions from patents (1976-2016). (1) Given the product [F:1][C:2]1[CH:7]=[CH:6][C:5]([NH:8][C:9]2[C:14]([C:15]3[N:20]=[C:19]([CH3:21])[N:18]=[C:17]([NH2:22])[N:16]=3)=[CH:13][CH:12]=[CH:11][N:10]=2)=[CH:4][C:3]=1[O:41][CH3:42], predict the reactants needed to synthesize it. The reactants are: [F:1][C:2]1[CH:7]=[CH:6][C:5]([NH:8][C:9]2[C:14]([C:15]3[N:20]=[C:19]([CH3:21])[N:18]=[C:17]([N:22](CC4C=CC(OC)=CC=4)CC4C=CC(OC)=CC=4)[N:16]=3)=[CH:13][CH:12]=[CH:11][N:10]=2)=[CH:4][C:3]=1[O:41][CH3:42]. (2) Given the product [NH2:24][C:22]1[C:23]2[C:15]([C:12]3[CH:11]=[CH:10][C:9]([OH:8])=[CH:14][CH:13]=3)=[CH:16][N:17]([CH:25]3[CH2:30][CH2:29][O:28][CH2:27][CH2:26]3)[C:18]=2[N:19]=[CH:20][N:21]=1, predict the reactants needed to synthesize it. The reactants are: C([O:8][C:9]1[CH:14]=[CH:13][C:12]([C:15]2[C:23]3[C:22]([NH2:24])=[N:21][CH:20]=[N:19][C:18]=3[N:17]([CH:25]3[CH2:30][CH2:29][O:28][CH2:27][CH2:26]3)[CH:16]=2)=[CH:11][CH:10]=1)C1C=CC=CC=1.C([O-])=O.[NH4+]. (3) The reactants are: [CH3:1][C:2]1[CH:3]=[C:4]([NH:15][C:16]2[C:25]3[C:20](=[CH:21][CH:22]=[C:23]([CH:26]=[CH:27][CH2:28]O)[CH:24]=3)[N:19]=[CH:18][N:17]=2)[CH:5]=[CH:6][C:7]=1[O:8][C:9]1[CH:10]=[N:11][CH:12]=[CH:13][CH:14]=1.S(Cl)([Cl:32])=O. Given the product [Cl:32][CH2:28][CH:27]=[CH:26][C:23]1[CH:24]=[C:25]2[C:20](=[CH:21][CH:22]=1)[N:19]=[CH:18][N:17]=[C:16]2[NH:15][C:4]1[CH:5]=[CH:6][C:7]([O:8][C:9]2[CH:10]=[N:11][CH:12]=[CH:13][CH:14]=2)=[C:2]([CH3:1])[CH:3]=1, predict the reactants needed to synthesize it.